Dataset: Forward reaction prediction with 1.9M reactions from USPTO patents (1976-2016). Task: Predict the product of the given reaction. (1) The product is: [C:7]1([CH:6]2[CH2:22][O:23][B:19]([OH:20])[C:14]3[CH:15]=[CH:16][CH:17]=[CH:18][C:13]2=3)[CH:8]=[CH:9][CH:10]=[CH:11][CH:12]=1. Given the reactants COCOC[CH:6]([C:13]1[CH:18]=[CH:17][CH:16]=[CH:15][C:14]=1[B:19]1[O:23][C:22](C)(C)C(C)(C)[O:20]1)[C:7]1[CH:12]=[CH:11][CH:10]=[CH:9][CH:8]=1.Cl, predict the reaction product. (2) Given the reactants [H-].C([Al+]CC(C)C)C(C)C.[C:11]([O:15][C:16]([NH:18][C@H:19]([C:25]1[CH:30]=[CH:29][CH:28]=[C:27]([F:31])[CH:26]=1)[CH2:20][C:21](OC)=[O:22])=[O:17])([CH3:14])([CH3:13])[CH3:12].CO.Cl, predict the reaction product. The product is: [F:31][C:27]1[CH:26]=[C:25]([C@@H:19]([NH:18][C:16](=[O:17])[O:15][C:11]([CH3:13])([CH3:12])[CH3:14])[CH2:20][CH:21]=[O:22])[CH:30]=[CH:29][CH:28]=1. (3) Given the reactants Br[C:2]1[CH:7]=[CH:6][CH:5]=[C:4]([Br:8])[CH:3]=1.[CH3:9][O:10][C:11]1[C:16](B(O)O)=[CH:15][CH:14]=[CH:13][N:12]=1, predict the reaction product. The product is: [Br:8][C:4]1[CH:3]=[C:2]([C:16]2[C:11]([O:10][CH3:9])=[N:12][CH:13]=[CH:14][CH:15]=2)[CH:7]=[CH:6][CH:5]=1. (4) The product is: [C:29]([NH:28][C@@H:23]1[CH2:24][CH2:25][CH2:26][CH2:27][C@@H:22]1[C:20]([N:19]1[C@@H:15]2[C@@H:16]([C@H:7]([CH:4]3[CH2:5][CH2:6][N:1]([C:47]([NH:46][CH2:44][CH3:45])=[O:48])[CH2:2][CH2:3]3)[NH:8][C:9]3[CH:10]=[CH:11][CH:12]=[CH:13][C:14]=32)[CH2:17][CH2:18]1)=[O:21])(=[O:36])[C:30]1[CH:31]=[CH:32][CH:33]=[CH:34][CH:35]=1. Given the reactants [NH:1]1[CH2:6][CH2:5][CH:4]([C@H:7]2[C@H:16]3[CH2:17][CH2:18][N:19]([C:20]([C@H:22]4[CH2:27][CH2:26][CH2:25][CH2:24][C@H:23]4[NH:28][C:29](=[O:36])[C:30]4[CH:35]=[CH:34][CH:33]=[CH:32][CH:31]=4)=[O:21])[C@H:15]3[C:14]3[CH:13]=[CH:12][CH:11]=[CH:10][C:9]=3[NH:8]2)[CH2:3][CH2:2]1.C(N(CC)CC)C.[CH2:44]([N:46]=[C:47]=[O:48])[CH3:45].O1CCCC1, predict the reaction product. (5) Given the reactants Cl.[CH:2]1([NH:8][NH2:9])[CH2:7][CH2:6][CH2:5][CH2:4][CH2:3]1.C[O-].[Na+].C(O[CH2:16][CH:17]([C:20]#[N:21])[C:18]#[N:19])C, predict the reaction product. The product is: [NH2:21][C:20]1[N:8]([CH:2]2[CH2:7][CH2:6][CH2:5][CH2:4][CH2:3]2)[N:9]=[CH:16][C:17]=1[C:18]#[N:19].